Dataset: Reaction yield outcomes from USPTO patents with 853,638 reactions. Task: Predict the reaction yield, written as a fraction of the theoretical maximum amount of product (1.0 means a 100% yield; for example, 0.34 means a 34% yield). (1) The reactants are C(OC(=O)[NH:7][C:8]1[C:21]2[CH2:20][C:19]3[C:14](=[CH:15][CH:16]=[CH:17][CH:18]=3)[S:13][C:12]=2[C:11]([C:22]2[O:23][C:24]([N:29]3[CH2:34][CH2:33][O:32][CH2:31][CH2:30]3)=[CH:25][C:26](=[O:28])[CH:27]=2)=[CH:10][CH:9]=1)(C)(C)C.FC(F)(F)C(O)=O. The catalyst is C(Cl)Cl. The product is [NH2:7][C:8]1[C:21]2[CH2:20][C:19]3[C:14](=[CH:15][CH:16]=[CH:17][CH:18]=3)[S:13][C:12]=2[C:11]([C:22]2[O:23][C:24]([N:29]3[CH2:34][CH2:33][O:32][CH2:31][CH2:30]3)=[CH:25][C:26](=[O:28])[CH:27]=2)=[CH:10][CH:9]=1. The yield is 0.564. (2) The reactants are C([O-])(O)=O.[Na+].[C:6](/[C:8](=[CH:12]\[C:13]1[CH:14]=[N:15][C:16]([O:19][CH2:20][CH2:21][O:22][C:23]2[C:28]([Cl:29])=[CH:27][C:26]([CH3:30])=[CH:25][C:24]=2[Cl:31])=[CH:17][CH:18]=1)/[C:9]([OH:11])=[O:10])#[N:7].[BH4-].[Na+].Cl. The catalyst is CO.O. The product is [C:6]([CH:8]([CH2:12][C:13]1[CH:14]=[N:15][C:16]([O:19][CH2:20][CH2:21][O:22][C:23]2[C:24]([Cl:31])=[CH:25][C:26]([CH3:30])=[CH:27][C:28]=2[Cl:29])=[CH:17][CH:18]=1)[C:9]([OH:11])=[O:10])#[N:7]. The yield is 0.650.